This data is from Full USPTO retrosynthesis dataset with 1.9M reactions from patents (1976-2016). The task is: Predict the reactants needed to synthesize the given product. (1) Given the product [ClH:32].[ClH:32].[ClH:32].[O:30]1[C:26]2[CH:25]=[CH:24][N:23]=[C:22]([N:19]3[CH2:20][CH2:21][N:16]([CH2:15][CH2:14][C@H:11]4[CH2:12][CH2:13][C@H:8]([NH2:7])[CH2:9][CH2:10]4)[CH2:17][CH2:18]3)[C:27]=2[CH:28]=[CH:29]1, predict the reactants needed to synthesize it. The reactants are: C(OC(=O)[NH:7][C@H:8]1[CH2:13][CH2:12][C@H:11]([CH2:14][CH2:15][N:16]2[CH2:21][CH2:20][N:19]([C:22]3[C:27]4[CH:28]=[CH:29][O:30][C:26]=4[CH:25]=[CH:24][N:23]=3)[CH2:18][CH2:17]2)[CH2:10][CH2:9]1)(C)(C)C.[ClH:32].CCOC(C)=O. (2) Given the product [CH3:8][O:9][CH2:10][CH2:11][O:12][CH2:13][O:14][C:15]1[CH:35]=[CH:34][C:18]([C:19]([NH:21][CH2:22][C@H:23]([N:28]2[CH2:29][CH2:30][N:31]([S:4]([CH:2]([CH3:3])[CH3:1])(=[O:6])=[O:5])[CH2:32][CH2:33]2)[C:24]([O:26][CH3:27])=[O:25])=[O:20])=[CH:17][CH:16]=1, predict the reactants needed to synthesize it. The reactants are: [CH3:1][CH:2]([S:4](Cl)(=[O:6])=[O:5])[CH3:3].[CH3:8][O:9][CH2:10][CH2:11][O:12][CH2:13][O:14][C:15]1[CH:35]=[CH:34][C:18]([C:19]([NH:21][CH2:22][C@H:23]([N:28]2[CH2:33][CH2:32][NH:31][CH2:30][CH2:29]2)[C:24]([O:26][CH3:27])=[O:25])=[O:20])=[CH:17][CH:16]=1. (3) Given the product [F:1][C@H:2]1[CH2:4][C@H:3]1[C:5]([NH:7][C:8]1[N:9]=[CH:10][C:11]2[C:16]([CH:17]=1)=[CH:15][CH:14]=[C:13]([C:18]1[CH:19]=[N:20][C:21]([C:25]([OH:36])([OH:30])[C:26]([F:29])([F:28])[F:27])=[CH:22][C:23]=1[CH3:24])[CH:12]=2)=[O:6], predict the reactants needed to synthesize it. The reactants are: [F:1][C@H:2]1[CH2:4][C@H:3]1[C:5]([NH:7][C:8]1[N:9]=[CH:10][C:11]2[C:16]([CH:17]=1)=[CH:15][CH:14]=[C:13]([C:18]1[CH:19]=[N:20][C:21]([CH:25]([OH:30])[C:26]([F:29])([F:28])[F:27])=[CH:22][C:23]=1[CH3:24])[CH:12]=2)=[O:6].ClCCl.CC(OI1(OC(C)=O)(OC(C)=O)OC(=O)C2C=CC=CC1=2)=[O:36]. (4) Given the product [NH2:22][C:23]1[N:31]=[C:30]2[C:26]([N:27]=[CH:28][NH:29]2)=[C:25]([NH:1][C@H:2]([C:4]2[N:5]=[C:6]3[S:20][CH:19]=[C:18]([CH3:21])[N:7]3[C:8](=[O:17])[C:9]=2[C:10]2[CH:15]=[CH:14][CH:13]=[C:12]([F:16])[CH:11]=2)[CH3:3])[N:24]=1, predict the reactants needed to synthesize it. The reactants are: [NH2:1][C@H:2]([C:4]1[N:5]=[C:6]2[S:20][CH:19]=[C:18]([CH3:21])[N:7]2[C:8](=[O:17])[C:9]=1[C:10]1[CH:15]=[CH:14][CH:13]=[C:12]([F:16])[CH:11]=1)[CH3:3].[NH2:22][C:23]1[N:31]=[C:30]2[C:26]([NH:27][CH:28]=[N:29]2)=[C:25](Br)[N:24]=1.C(N(CC)C(C)C)(C)C.